Dataset: Forward reaction prediction with 1.9M reactions from USPTO patents (1976-2016). Task: Predict the product of the given reaction. (1) Given the reactants [CH2:1]([C@H:8]1[N:13]([C:14]([C:16]2[N:17]=[CH:18][N:19]([C@H:27]3[CH2:32][CH2:31][CH2:30][CH2:29][C@H:28]3[OH:33])[C:20]=2[C:21]2[CH:26]=[CH:25][CH:24]=[CH:23][CH:22]=2)=[O:15])[CH2:12][CH2:11][N:10](C(OC(C)(C)C)=O)[CH2:9]1)[C:2]1[CH:7]=[CH:6][CH:5]=[CH:4][CH:3]=1.C(O)(C(F)(F)F)=O.C(=O)([O-])O.[Na+], predict the reaction product. The product is: [CH2:1]([C@@H:8]1[CH2:9][NH:10][CH2:11][CH2:12][N:13]1[C:14]([C:16]1[N:17]=[CH:18][N:19]([C@H:27]2[CH2:32][CH2:31][CH2:30][CH2:29][C@H:28]2[OH:33])[C:20]=1[C:21]1[CH:26]=[CH:25][CH:24]=[CH:23][CH:22]=1)=[O:15])[C:2]1[CH:7]=[CH:6][CH:5]=[CH:4][CH:3]=1. (2) Given the reactants [F:1][C:2]1[CH:10]=[C:9]2[C:5]([C:6]([C:18]3[CH:19]=[CH:20][C:21]4[S:25](=[O:27])(=[O:26])[NH:24][CH:23]([CH2:28][OH:29])[C:22]=4[CH:30]=3)=[CH:7][N:8]2[C:11]([O:13][C:14]([CH3:17])([CH3:16])[CH3:15])=[O:12])=[CH:4][CH:3]=1.C([O-])([O-])=O.[K+].[K+].Br[CH2:38][C:39]([O:41][CH2:42][CH3:43])=[O:40].O, predict the reaction product. The product is: [CH2:42]([O:41][C:39](=[O:40])[CH2:38][N:24]1[CH:23]([CH2:28][OH:29])[C:22]2[CH:30]=[C:18]([C:6]3[C:5]4[C:9](=[CH:10][C:2]([F:1])=[CH:3][CH:4]=4)[N:8]([C:11]([O:13][C:14]([CH3:17])([CH3:16])[CH3:15])=[O:12])[CH:7]=3)[CH:19]=[CH:20][C:21]=2[S:25]1(=[O:26])=[O:27])[CH3:43].